From a dataset of Catalyst prediction with 721,799 reactions and 888 catalyst types from USPTO. Predict which catalyst facilitates the given reaction. Reactant: [I:1][C:2]1[CH:3]=[N:4][NH:5][CH:6]=1.[H-].[Na+].CS(O[CH:14]1[CH2:17][N:16]([C:18]([O:20][C:21]([CH3:24])([CH3:23])[CH3:22])=[O:19])[CH2:15]1)(=O)=O. Product: [I:1][C:2]1[CH:3]=[N:4][N:5]([CH:14]2[CH2:15][N:16]([C:18]([O:20][C:21]([CH3:24])([CH3:23])[CH3:22])=[O:19])[CH2:17]2)[CH:6]=1. The catalyst class is: 3.